From a dataset of Forward reaction prediction with 1.9M reactions from USPTO patents (1976-2016). Predict the product of the given reaction. Given the reactants CC([NH:4][C@@H:5]([C:9](NCC1C=CC=CC=1)=[O:10])[CH2:6][O:7]C)=O.[C:19](N[C@@H](C(O)=O)CO)([C:32]1[CH:37]=[CH:36][CH:35]=[CH:34][CH:33]=1)([C:26]1[CH:31]=[CH:30][CH:29]=[CH:28][CH:27]=1)[C:20]1[CH:25]=[CH:24][CH:23]=[CH:22][CH:21]=1.[CH2:45]([NH2:52])[C:46]1[CH:51]=[CH:50][CH:49]=[CH:48][CH:47]=1.ClC(OCC(C)C)=O.CN1CCOCC1, predict the reaction product. The product is: [CH2:45]([N:52]([C:19]([C:32]1[CH:37]=[CH:36][CH:35]=[CH:34][CH:33]=1)([C:26]1[CH:27]=[CH:28][CH:29]=[CH:30][CH:31]=1)[C:20]1[CH:25]=[CH:24][CH:23]=[CH:22][CH:21]=1)[C:6](=[O:7])[C@@H:5]([CH2:9][OH:10])[NH2:4])[C:46]1[CH:51]=[CH:50][CH:49]=[CH:48][CH:47]=1.